From a dataset of Forward reaction prediction with 1.9M reactions from USPTO patents (1976-2016). Predict the product of the given reaction. (1) Given the reactants [CH2:1]([P:3]([CH2:6][CH2:7][CH2:8][OH:9])(=[O:5])[OH:4])[CH3:2].[CH2:10](O)[CH2:11][CH2:12][CH3:13].O, predict the reaction product. The product is: [CH2:1]([P:3]([CH2:6][CH2:7][CH2:8][OH:9])(=[O:4])[O:5][CH2:10][CH2:11][CH2:12][CH3:13])[CH3:2]. (2) Given the reactants [CH2:1]([C:5]1[N:6]([CH2:18][C:19]([CH3:26])([CH3:25])[C:20]([O:22][CH2:23]C)=[O:21])[C:7]2[C:16]3[CH:15]=[CH:14][CH:13]=[CH:12][C:11]=3[N:10]=[CH:9][C:8]=2[N:17]=1)[CH2:2][CH2:3][CH3:4].C1C=C(Cl)C=C(C(OO)=O)C=1.ClC(Cl)(Cl)C([N:42]=C=O)=O.[N-]=C=O, predict the reaction product. The product is: [NH2:42][C:9]1[C:8]2[N:17]=[C:5]([CH2:1][CH2:2][CH2:3][CH3:4])[N:6]([CH2:18][C:19]([CH3:26])([CH3:25])[C:20]([O:22][CH3:23])=[O:21])[C:7]=2[C:16]2[CH:15]=[CH:14][CH:13]=[CH:12][C:11]=2[N:10]=1. (3) Given the reactants [C:1]([CH:3]1[CH2:8][CH2:7][N:6]([C:9]([N:11]2[CH2:16][CH:15]([C:17]3[CH:22]=[CH:21][C:20]([O:23][C:24]([F:27])([F:26])[F:25])=[CH:19][CH:18]=3)[CH2:14][CH:13]([C:28](O)=[O:29])[CH2:12]2)=[O:10])[CH2:5][CH2:4]1)#[N:2].[F:31][C:32]1[CH:37]=[CH:36][CH:35]=[CH:34][C:33]=1[C:38](=[NH:41])[NH:39]O, predict the reaction product. The product is: [F:31][C:32]1[CH:37]=[CH:36][CH:35]=[CH:34][C:33]=1[C:38]1[N:41]=[C:28]([CH:13]2[CH2:14][CH:15]([C:17]3[CH:22]=[CH:21][C:20]([O:23][C:24]([F:26])([F:25])[F:27])=[CH:19][CH:18]=3)[CH2:16][N:11]([C:9]([N:6]3[CH2:7][CH2:8][CH:3]([C:1]#[N:2])[CH2:4][CH2:5]3)=[O:10])[CH2:12]2)[O:29][N:39]=1.